From a dataset of Catalyst prediction with 721,799 reactions and 888 catalyst types from USPTO. Predict which catalyst facilitates the given reaction. (1) Reactant: [CH:1](=O)[C:2]1[CH:7]=[CH:6][CH:5]=[CH:4][CH:3]=1.[BH-](OC(C)=O)(OC(C)=O)OC(C)=O.[Na+].[CH3:23][O:24][C:25]([C:27]1[NH:31][C:30]2[CH:32]=[CH:33][C:34]([NH2:36])=[CH:35][C:29]=2[N:28]=1)=[O:26]. Product: [CH3:23][O:24][C:25]([C:27]1[NH:28][C:29]2[CH:35]=[C:34]([NH:36][CH2:1][C:2]3[CH:7]=[CH:6][CH:5]=[CH:4][CH:3]=3)[CH:33]=[CH:32][C:30]=2[N:31]=1)=[O:26]. The catalyst class is: 26. (2) Reactant: [OH-].[Li+].[C:3]([O:7][C:8]([N:10]([C:24]1[CH:29]=[C:28]([N:30]([CH3:53])[C:31]([N:33]([C:46]([O:48][C:49]([CH3:52])([CH3:51])[CH3:50])=[O:47])[C:34]2[C:39]([Cl:40])=[C:38]([O:41][CH3:42])[CH:37]=[C:36]([O:43][CH3:44])[C:35]=2[Cl:45])=[O:32])[N:27]=[CH:26][N:25]=1)[C:11]1[CH:20]=[CH:19][C:14]([C:15]([O:17]C)=[O:16])=[CH:13][C:12]=1[N+:21]([O-:23])=[O:22])=[O:9])([CH3:6])([CH3:5])[CH3:4].CCOC(C)=O.CCCCCC. Product: [C:3]([O:7][C:8]([N:10]([C:24]1[CH:29]=[C:28]([N:30]([CH3:53])[C:31]([N:33]([C:46]([O:48][C:49]([CH3:52])([CH3:51])[CH3:50])=[O:47])[C:34]2[C:39]([Cl:40])=[C:38]([O:41][CH3:42])[CH:37]=[C:36]([O:43][CH3:44])[C:35]=2[Cl:45])=[O:32])[N:27]=[CH:26][N:25]=1)[C:11]1[CH:20]=[CH:19][C:14]([C:15]([OH:17])=[O:16])=[CH:13][C:12]=1[N+:21]([O-:23])=[O:22])=[O:9])([CH3:4])([CH3:6])[CH3:5]. The catalyst class is: 20.